This data is from Reaction yield outcomes from USPTO patents with 853,638 reactions. The task is: Predict the reaction yield, written as a fraction of the theoretical maximum amount of product (1.0 means a 100% yield; for example, 0.34 means a 34% yield). (1) The reactants are [Cl:1][C:2]1[CH:3]=[C:4]2[C:10]([C:11]3[N:16]=[C:15]([NH:17][C@H:18]4[CH2:22][CH2:21][N:20](C(OC)=O)[CH2:19]4)[C:14]([F:27])=[CH:13][N:12]=3)=[CH:9][NH:8][C:5]2=[N:6][CH:7]=1.Cl[C:29]([O:31][CH:32]([CH3:34])[CH3:33])=[O:30]. No catalyst specified. The product is [Cl:1][C:2]1[CH:3]=[C:4]2[C:10]([C:11]3[N:16]=[C:15]([NH:17][C@H:18]4[CH2:22][CH2:21][N:20]([C:29]([O:31][CH:32]([CH3:34])[CH3:33])=[O:30])[CH2:19]4)[C:14]([F:27])=[CH:13][N:12]=3)=[CH:9][NH:8][C:5]2=[N:6][CH:7]=1. The yield is 0.420. (2) The reactants are [F:1][C:2]1[CH:3]=[C:4]([CH:11]=[C:12](B2OC(C)(C)C(C)(C)O2)[CH:13]=1)[CH2:5][NH:6][S:7]([CH3:10])(=[O:9])=[O:8].Cl[C:24]1[CH:29]=[CH:28][N:27]=[C:26]([NH2:30])[C:25]=1[N+:31]([O-:33])=[O:32].C([O-])([O-])=O.[Na+].[Na+].CCOC(C)=O. The catalyst is O1CCOCC1.O.C1C=CC(P(C2C=CC=CC=2)[C-]2C=CC=C2)=CC=1.C1C=CC(P(C2C=CC=CC=2)[C-]2C=CC=C2)=CC=1.Cl[Pd]Cl.[Fe+2]. The product is [NH2:30][C:26]1[C:25]([N+:31]([O-:33])=[O:32])=[C:24]([C:12]2[CH:11]=[C:4]([CH:3]=[C:2]([F:1])[CH:13]=2)[CH2:5][NH:6][S:7]([CH3:10])(=[O:8])=[O:9])[CH:29]=[CH:28][N:27]=1. The yield is 0.374.